From a dataset of Catalyst prediction with 721,799 reactions and 888 catalyst types from USPTO. Predict which catalyst facilitates the given reaction. (1) Reactant: [N:1]1[C:5]2[CH:6]=[CH:7][C:8]([C:10]([OH:12])=O)=[CH:9][C:4]=2[NH:3][CH:2]=1.S(Cl)([Cl:15])=O. The catalyst class is: 48. Product: [N:1]1[C:5]2[CH:6]=[CH:7][C:8]([C:10]([Cl:15])=[O:12])=[CH:9][C:4]=2[NH:3][CH:2]=1. (2) Reactant: [CH3:1][CH:2]1[CH:7]([OH:8])[CH2:6][CH2:5][CH2:4][NH:3]1.C(N(CC)C(C)C)(C)C.[C:18](O[C:18]([O:20][C:21]([CH3:24])([CH3:23])[CH3:22])=[O:19])([O:20][C:21]([CH3:24])([CH3:23])[CH3:22])=[O:19]. Product: [OH:8][CH:7]1[CH2:6][CH2:5][CH2:4][N:3]([C:18]([O:20][C:21]([CH3:24])([CH3:23])[CH3:22])=[O:19])[CH:2]1[CH3:1]. The catalyst class is: 4. (3) Reactant: [Cl:1][C:2]1[CH:32]=[CH:31][C:5]([CH2:6][CH2:7][NH:8][C:9]([C:11]2[CH:30]=[CH:29][C:14]([O:15][C:16]3[CH:21]=[CH:20][C:19]([CH2:22][C:23]([O:25][CH2:26][CH3:27])=[O:24])=[CH:18][C:17]=3Br)=[CH:13][CH:12]=2)=[O:10])=[CH:4][CH:3]=1.C([O-])([O-])=O.[K+].[K+].[CH3:39][S:40]([C:43]1[CH:48]=[CH:47][C:46](B(O)O)=[CH:45][CH:44]=1)(=[O:42])=[O:41]. Product: [Cl:1][C:2]1[CH:32]=[CH:31][C:5]([CH2:6][CH2:7][NH:8][C:9]([C:11]2[CH:30]=[CH:29][C:14]([O:15][C:16]3[C:17]([C:46]4[CH:47]=[CH:48][C:43]([S:40]([CH3:39])(=[O:42])=[O:41])=[CH:44][CH:45]=4)=[CH:18][C:19]([CH2:22][C:23]([O:25][CH2:26][CH3:27])=[O:24])=[CH:20][CH:21]=3)=[CH:13][CH:12]=2)=[O:10])=[CH:4][CH:3]=1. The catalyst class is: 70. (4) Reactant: [F:1][C:2]([F:17])([F:16])[C:3]1[CH:8]=[CH:7][CH:6]=[C:5]([F:9])[C:4]=1[C:10]1[CH:15]=[CH:14][N:13]=[CH:12][CH:11]=1.ClC1C=CC=C(C(OO)=[O:26])C=1.S([O-])([O-])=O.[Na+].[Na+]. Product: [F:17][C:2]([F:16])([F:1])[C:3]1[CH:8]=[CH:7][CH:6]=[C:5]([F:9])[C:4]=1[C:10]1[CH:11]=[CH:12][N+:13]([O-:26])=[CH:14][CH:15]=1. The catalyst class is: 22. (5) The catalyst class is: 605. Reactant: [H-].[Na+].CN(C)C=O.[OH:8][CH:9]1[CH2:14][CH2:13][CH2:12][N:11]([C:15]([O:17][C:18]([CH3:21])([CH3:20])[CH3:19])=[O:16])[CH2:10]1.[F:22][C:23]1[CH:24]=[C:25]([CH:28]=[CH:29][C:30]=1[F:31])[CH2:26]Br. Product: [F:22][C:23]1[CH:24]=[C:25]([CH2:26][O:8][CH:9]2[CH2:14][CH2:13][CH2:12][N:11]([C:15]([O:17][C:18]([CH3:21])([CH3:20])[CH3:19])=[O:16])[CH2:10]2)[CH:28]=[CH:29][C:30]=1[F:31]. (6) Reactant: C(NC(C)C)(C)C.[F:8][CH2:9][C@@H:10]1[CH2:14][N:13]([C@@H:15]([C:17]2[CH:22]=[CH:21][CH:20]=[CH:19][CH:18]=2)[CH3:16])[C:12](=[O:23])[CH2:11]1.S([O-])([O-])(=[O:26])=S.[Na+].[Na+]. Product: [F:8][CH2:9][C@H:10]1[CH2:14][N:13]([C@@H:15]([C:17]2[CH:22]=[CH:21][CH:20]=[CH:19][CH:18]=2)[CH3:16])[C:12](=[O:23])[C@@H:11]1[OH:26]. The catalyst class is: 7. (7) Reactant: [Cl:1][C:2]1[CH:3]=[C:4]([C:19]([O:21]C)=[O:20])[C:5](=[O:18])[NH:6][C:7]=1[C:8]([F:17])([F:16])[C:9]([F:15])([F:14])[C:10]([F:13])([F:12])[F:11].[OH-].[Li+]. Product: [Cl:1][C:2]1[CH:3]=[C:4]([C:19]([OH:21])=[O:20])[C:5](=[O:18])[NH:6][C:7]=1[C:8]([F:16])([F:17])[C:9]([F:15])([F:14])[C:10]([F:12])([F:13])[F:11]. The catalyst class is: 24.